Dataset: Catalyst prediction with 721,799 reactions and 888 catalyst types from USPTO. Task: Predict which catalyst facilitates the given reaction. (1) Reactant: [CH3:1][O:2][C:3]1[CH:4]=[C:5](OS(C(F)(F)F)(=O)=O)[CH:6]=[C:7]([NH:9][C:10](=[O:19])[C:11]2[CH:16]=[CH:15][C:14]([O:17][CH3:18])=[CH:13][CH:12]=2)[CH:8]=1.[C-:28]#[N:29].[K+].C([O-])(O)=O.[Na+]. Product: [C:28]([C:5]1[CH:6]=[C:7]([NH:9][C:10](=[O:19])[C:11]2[CH:16]=[CH:15][C:14]([O:17][CH3:18])=[CH:13][CH:12]=2)[CH:8]=[C:3]([O:2][CH3:1])[CH:4]=1)#[N:29]. The catalyst class is: 3. (2) Reactant: Br[C:2]1[CH:3]=[C:4]([Cl:23])[C:5]([CH2:8][CH2:9][NH:10][C:11](=[O:22])[C:12]2[CH:17]=[CH:16][CH:15]=[CH:14][C:13]=2[C:18]([F:21])([F:20])[F:19])=[N:6][CH:7]=1.[F:24][C:25]([F:36])([F:35])[C:26]1[N:31]=[CH:30][C:29](B(O)O)=[CH:28][CH:27]=1.C(=O)([O-])[O-].[Cs+].[Cs+]. Product: [Cl:23][C:4]1[CH:3]=[C:2]([C:29]2[CH:30]=[N:31][C:26]([C:25]([F:36])([F:35])[F:24])=[CH:27][CH:28]=2)[CH:7]=[N:6][C:5]=1[CH2:8][CH2:9][NH:10][C:11](=[O:22])[C:12]1[CH:17]=[CH:16][CH:15]=[CH:14][C:13]=1[C:18]([F:21])([F:20])[F:19]. The catalyst class is: 38. (3) Reactant: [F:1][C:2]([F:16])([F:15])[C:3]([C:5]1[CH:10]=[CH:9][C:8]([C:11]([F:14])([F:13])[F:12])=[CH:7][CH:6]=1)=[O:4].[BH4-].[Na+].[NH4+].[Cl-]. Product: [F:1][C:2]([F:15])([F:16])[CH:3]([C:5]1[CH:6]=[CH:7][C:8]([C:11]([F:12])([F:13])[F:14])=[CH:9][CH:10]=1)[OH:4]. The catalyst class is: 5. (4) Reactant: [CH3:1][O:2][C:3]1[C:8]([CH3:9])=[CH:7][C:6]([NH:10][C:11]2([CH2:15][C:16]([O:18]CC)=[O:17])[CH2:14][CH2:13][CH2:12]2)=[CH:5][C:4]=1[CH3:21].[OH-].[Na+]. Product: [CH3:1][O:2][C:3]1[C:8]([CH3:9])=[CH:7][C:6]([NH:10][C:11]2([CH2:15][C:16]([OH:18])=[O:17])[CH2:14][CH2:13][CH2:12]2)=[CH:5][C:4]=1[CH3:21]. The catalyst class is: 14. (5) Reactant: Cl[C:2]1[CH:11]=[N:10][C:9]2[C:4](=[CH:5][CH:6]=[CH:7][C:8]=2[Cl:12])[N:3]=1.[B-](F)(F)(F)[CH:14]=[CH2:15].[K+].C([O-])([O-])=O.[K+].[K+].CC(O)C. Product: [Cl:12][C:8]1[CH:7]=[CH:6][CH:5]=[C:4]2[C:9]=1[N:10]=[CH:11][C:2]([CH:14]=[CH2:15])=[N:3]2. The catalyst class is: 6. (6) Reactant: [F:1][C:2]1[CH:3]=[CH:4][C:5]2[S:10](=[O:12])(=[O:11])[N:9]([C:13]3[CH:18]=[CH:17][CH:16]=[C:15]([S:19][CH3:20])[CH:14]=3)[C:8](=[O:21])[NH:7][C:6]=2[CH:22]=1.C([O-])([O-])=O.[K+].[K+].[Cl:29][C:30]1[CH:37]=[CH:36][CH:35]=[C:34]([F:38])[C:31]=1[CH2:32]Br. Product: [Cl:29][C:30]1[CH:37]=[CH:36][CH:35]=[C:34]([F:38])[C:31]=1[CH2:32][N:7]1[C:6]2[CH:22]=[C:2]([F:1])[CH:3]=[CH:4][C:5]=2[S:10](=[O:12])(=[O:11])[N:9]([C:13]2[CH:18]=[CH:17][CH:16]=[C:15]([S:19][CH3:20])[CH:14]=2)[C:8]1=[O:21]. The catalyst class is: 3. (7) Reactant: [C:1]([C:3]1[CH:29]=[CH:28][C:6]([C:7]([NH:9][C:10]2[C:15]([CH3:16])=[CH:14][C:13]([C:17]([F:26])([C:22]([F:25])([F:24])[F:23])[C:18]([F:21])([F:20])[F:19])=[CH:12][C:11]=2[CH3:27])=[O:8])=[C:5]([F:30])[C:4]=1F)#[N:2].C(=O)([O-])[O-].[NH4+:36].[NH4+]. Product: [NH2:36][C:4]1[C:5]([F:30])=[C:6]([CH:28]=[CH:29][C:3]=1[C:1]#[N:2])[C:7]([NH:9][C:10]1[C:15]([CH3:16])=[CH:14][C:13]([C:17]([F:26])([C:22]([F:25])([F:24])[F:23])[C:18]([F:19])([F:21])[F:20])=[CH:12][C:11]=1[CH3:27])=[O:8]. The catalyst class is: 16. (8) Reactant: [CH3:1][CH:2]1[CH:7]([O:8][C:9](=[O:14])[C:10]([CH3:13])([CH3:12])[CH3:11])[CH2:6][CH2:5][NH:4][CH2:3]1.[C:15]([C:23]([C:38]([O-:40])=[O:39])([OH:37])[C:24]([C:29](=[O:36])[C:30]1[CH:35]=[CH:34][CH:33]=[CH:32][CH:31]=1)([OH:28])[C:25]([O-:27])=[O:26])(=[O:22])[C:16]1[CH:21]=[CH:20][CH:19]=[CH:18][CH:17]=1. Product: [C:29]([C:24]([C:25]([OH:27])=[O:26])([OH:28])[C:23]([C:15](=[O:22])[C:16]1[CH:21]=[CH:20][CH:19]=[CH:18][CH:17]=1)([OH:37])[C:38]([OH:40])=[O:39])(=[O:36])[C:30]1[CH:35]=[CH:34][CH:33]=[CH:32][CH:31]=1.[CH3:1][C@@H:2]1[C@@H:7]([O:8][C:9](=[O:14])[C:10]([CH3:13])([CH3:12])[CH3:11])[CH2:6][CH2:5][NH:4][CH2:3]1. The catalyst class is: 13. (9) Product: [CH2:1]([N:5]1[C:9]([CH2:10][CH2:11][S:12]([CH2:15][CH2:16][CH3:17])(=[O:14])=[O:13])=[CH:8][C:7]([C:18]([NH2:28])=[O:20])=[N:6]1)[CH2:2][CH2:3][CH3:4]. Reactant: [CH2:1]([N:5]1[C:9]([CH2:10][CH2:11][S:12]([CH2:15][CH2:16][CH3:17])(=[O:14])=[O:13])=[CH:8][C:7]([C:18]([OH:20])=O)=[N:6]1)[CH2:2][CH2:3][CH3:4].C(Cl)(=O)C(Cl)=O.C[N:28](C=O)C. The catalyst class is: 4. (10) The catalyst class is: 3. Product: [CH:48]1([NH:51][CH2:52][C@@H:53]2[CH2:54][C@@H:55]([OH:58])[CH2:56][N:57]2[C:30]([C:26]2[C:25]([CH3:33])=[C:24](/[CH:23]=[C:16]3\[C:17](=[O:22])[NH:18][C:19]4[C:15]\3=[CH:14][C:13]([S:10]([CH2:9][C:3]3[C:4]([Cl:8])=[CH:5][CH:6]=[CH:7][C:2]=3[Cl:1])(=[O:11])=[O:12])=[CH:21][CH:20]=4)[NH:28][C:27]=2[CH3:29])=[O:32])[CH2:50][CH2:49]1. Reactant: [Cl:1][C:2]1[CH:7]=[CH:6][CH:5]=[C:4]([Cl:8])[C:3]=1[CH2:9][S:10]([C:13]1[CH:14]=[C:15]2[C:19](=[CH:20][CH:21]=1)[NH:18][C:17](=[O:22])/[C:16]/2=[CH:23]\[C:24]1[NH:28][C:27]([CH3:29])=[C:26]([C:30]([OH:32])=O)[C:25]=1[CH3:33])(=[O:12])=[O:11].C1C=CC2N(O)N=NC=2C=1.C(Cl)CCl.[CH:48]1([NH:51][CH2:52][C@H:53]2[NH:57][CH2:56][C@H:55]([OH:58])[CH2:54]2)[CH2:50][CH2:49]1.